From a dataset of Forward reaction prediction with 1.9M reactions from USPTO patents (1976-2016). Predict the product of the given reaction. (1) Given the reactants Br[CH2:2][C:3]([C:5]1[CH:14]=[CH:13][C:12]2[C:7](=[CH:8][CH:9]=[CH:10][CH:11]=2)[CH:6]=1)=[O:4].[CH3:15][O:16][C:17]1[CH:18]=[C:19]([CH2:23][NH:24][CH3:25])[CH:20]=[CH:21][CH:22]=1.C(N(CC)CC)C, predict the reaction product. The product is: [CH3:15][O:16][C:17]1[CH:18]=[C:19]([CH:20]=[CH:21][CH:22]=1)[CH2:23][N:24]([CH3:25])[CH2:2][C:3]([C:5]1[CH:14]=[CH:13][C:12]2[C:7](=[CH:8][CH:9]=[CH:10][CH:11]=2)[CH:6]=1)=[O:4]. (2) Given the reactants [OH:1][C:2]1[CH:7]=[CH:6][C:5]([N:8]([CH2:20][C@@H:21]([NH:26]C(=O)OC(C)(C)C)[C@@H:22]([CH3:25])[CH2:23][CH3:24])[C:9]([C@@H:11]2[CH2:13][C@H:12]2[C:14]2[CH:19]=[CH:18][CH:17]=[CH:16][N:15]=2)=[O:10])=[CH:4][CH:3]=1.C(=O)([O-])[O-].[K+].[K+].[CH:40]1([CH2:44]Br)[CH2:43][CH2:42][CH2:41]1.C(Cl)(=O)C, predict the reaction product. The product is: [NH2:26][C@@H:21]([C@@H:22]([CH3:25])[CH2:23][CH3:24])[CH2:20][N:8]([C:5]1[CH:4]=[CH:3][C:2]([O:1][CH2:44][CH:40]2[CH2:43][CH2:42][CH2:41]2)=[CH:7][CH:6]=1)[C:9]([C@@H:11]1[CH2:13][C@H:12]1[C:14]1[CH:19]=[CH:18][CH:17]=[CH:16][N:15]=1)=[O:10]. (3) Given the reactants Cl[CH2:2][CH2:3][NH2:4].[I:5][C:6]1[CH:11]=[CH:10][C:9]([N:12]=[C:13]=[S:14])=[C:8]([CH2:15][CH2:16][CH3:17])[CH:7]=1, predict the reaction product. The product is: [I:5][C:6]1[CH:11]=[CH:10][C:9]([N:12]=[C:13]2[NH:4][CH2:3][C:2]3([CH2:8][CH2:7][CH2:6][CH2:11]3)[S:14]2)=[C:8]([CH2:15][CH2:16][CH3:17])[CH:7]=1. (4) Given the reactants [CH3:1][NH:2][C:3]([NH2:5])=[O:4].N#N.[H-].[Na+].[CH2:10]([C:14]([CH3:25])([C:20]([O:22]CC)=O)[C:15]([O:17]CC)=O)/[CH:11]=[CH:12]/[CH3:13], predict the reaction product. The product is: [CH2:10]([C:14]1([CH3:25])[C:15](=[O:17])[N:2]([CH3:1])[C:3](=[O:4])[NH:5][C:20]1=[O:22])/[CH:11]=[CH:12]/[CH3:13]. (5) The product is: [CH3:1][C:2]1[C:7]2[N:8]=[C:9]([C:54]3[S:58][CH:57]=[C:56]([CH:59]([CH3:61])[CH3:60])[N:55]=3)[CH:10]=[C:11]([O:12][C@H:13]3[CH2:33][N:32]4[C@H:15]([C:16]([NH:18][C@@:19]5([C:45]([N-:47][S:48]([CH:51]6[CH2:52][CH2:53]6)(=[O:49])=[O:50])=[O:46])[C@H:21]([CH:22]=[CH:23][CH2:24][CH2:25][CH2:26][CH2:27][CH2:28][C@H:29]([CH2:34][C:35]([N:37]6[CH2:42][C:41]([F:44])([F:43])[CH2:40][CH2:39][CH2:38]6)=[O:36])[C:30]4=[O:31])[CH2:20]5)=[O:17])[CH2:14]3)[C:6]=2[CH:5]=[CH:4][C:3]=1[O:62][CH3:63].[Na+:65]. Given the reactants [CH3:1][C:2]1[C:7]2[N:8]=[C:9]([C:54]3[S:58][CH:57]=[C:56]([CH:59]([CH3:61])[CH3:60])[N:55]=3)[CH:10]=[C:11]([O:12][C@H:13]3[CH2:33][N:32]4[C@H:15]([C:16]([NH:18][C@@:19]5([C:45]([NH:47][S:48]([CH:51]6[CH2:53][CH2:52]6)(=[O:50])=[O:49])=[O:46])[C@H:21]([CH:22]=[CH:23][CH2:24][CH2:25][CH2:26][CH2:27][CH2:28][C@H:29]([CH2:34][C:35]([N:37]6[CH2:42][C:41]([F:44])([F:43])[CH2:40][CH2:39][CH2:38]6)=[O:36])[C:30]4=[O:31])[CH2:20]5)=[O:17])[CH2:14]3)[C:6]=2[CH:5]=[CH:4][C:3]=1[O:62][CH3:63].[OH-].[Na+:65], predict the reaction product.